From a dataset of Peptide-MHC class I binding affinity with 185,985 pairs from IEDB/IMGT. Regression. Given a peptide amino acid sequence and an MHC pseudo amino acid sequence, predict their binding affinity value. This is MHC class I binding data. (1) The peptide sequence is ARLKIRGSL. The MHC is HLA-A23:01 with pseudo-sequence HLA-A23:01. The binding affinity (normalized) is 0. (2) The peptide sequence is LQDDFDFNY. The MHC is HLA-A26:01 with pseudo-sequence HLA-A26:01. The binding affinity (normalized) is 0.0847. (3) The peptide sequence is AAFEFVYV. The MHC is H-2-Kb with pseudo-sequence H-2-Kb. The binding affinity (normalized) is 0.786. (4) The peptide sequence is NVTLFYCDER. The MHC is HLA-A33:01 with pseudo-sequence HLA-A33:01. The binding affinity (normalized) is 0.380. (5) The peptide sequence is RVTTELNIV. The MHC is HLA-A68:02 with pseudo-sequence HLA-A68:02. The binding affinity (normalized) is 0.432. (6) The peptide sequence is RRAYSGKQY. The MHC is HLA-A25:01 with pseudo-sequence HLA-A25:01. The binding affinity (normalized) is 0.0847. (7) The peptide sequence is QPQQLPQFEEI. The MHC is HLA-B35:01 with pseudo-sequence HLA-B35:01. The binding affinity (normalized) is 0.